The task is: Predict the product of the given reaction.. This data is from Forward reaction prediction with 1.9M reactions from USPTO patents (1976-2016). Given the reactants [CH3:1][C:2]1[CH:3]=[C:4]2[C:8](=[C:9]([NH:11][S:12]([C:15]3[S:16][CH:17]=[CH:18][CH:19]=3)(=[O:14])=[O:13])[CH:10]=1)[NH:7][C:6]([C:20]([O:22]CC)=[O:21])=[CH:5]2.CO.[OH-].[K+].C(O)(=O)CC(CC(O)=O)(C(O)=O)O, predict the reaction product. The product is: [CH3:1][C:2]1[CH:3]=[C:4]2[C:8](=[C:9]([NH:11][S:12]([C:15]3[S:16][CH:17]=[CH:18][CH:19]=3)(=[O:14])=[O:13])[CH:10]=1)[NH:7][C:6]([C:20]([OH:22])=[O:21])=[CH:5]2.